The task is: Predict which catalyst facilitates the given reaction.. This data is from Catalyst prediction with 721,799 reactions and 888 catalyst types from USPTO. Reactant: Cl.[NH2:2][C@@H:3]([CH2:8][C:9]1[CH:14]=[CH:13][CH:12]=[CH:11][CH:10]=1)[C:4](=[O:7])[CH2:5][Cl:6].C1(C)C=CC=CC=1.Cl[C:23]([O:25][CH2:26][C:27]1[CH:32]=[CH:31][CH:30]=[CH:29][CH:28]=1)=[O:24].C(=O)([O-])O.[Na+]. Product: [CH2:26]([O:25][C:23]([NH:2][C@@H:3]([CH2:8][C:9]1[CH:14]=[CH:13][CH:12]=[CH:11][CH:10]=1)[C:4](=[O:7])[CH2:5][Cl:6])=[O:24])[C:27]1[CH:32]=[CH:31][CH:30]=[CH:29][CH:28]=1. The catalyst class is: 6.